From a dataset of Catalyst prediction with 721,799 reactions and 888 catalyst types from USPTO. Predict which catalyst facilitates the given reaction. (1) Reactant: [F:1][C:2]1[CH:3]=[C:4]([CH:7]=[CH:8][C:9]=1[CH2:10][OH:11])[C:5]#[N:6].CC(OI1(OC(C)=O)(OC(C)=O)OC(=O)C2C=CC=CC1=2)=O. Product: [F:1][C:2]1[CH:3]=[C:4]([CH:7]=[CH:8][C:9]=1[CH:10]=[O:11])[C:5]#[N:6]. The catalyst class is: 4. (2) Reactant: [C:1]1([C:7]2[S:8][C:9]([NH:17][C:18]([NH2:20])=[O:19])=[C:10]([C:12](OCC)=[O:13])[N:11]=2)[CH:6]=[CH:5][CH:4]=[CH:3][CH:2]=1.[OH-].[Na+].Cl. Product: [C:1]1([C:7]2[S:8][C:9]3[N:17]=[C:18]([OH:19])[N:20]=[C:12]([OH:13])[C:10]=3[N:11]=2)[CH:6]=[CH:5][CH:4]=[CH:3][CH:2]=1. The catalyst class is: 5. (3) Reactant: [CH3:1][N:2]([S:21]([C:24]1[S:25][CH:26]=[CH:27][CH:28]=1)(=[O:23])=[O:22])[C:3]1[CH:4]=[CH:5][CH:6]=[C:7]2[C:11]=1[NH:10][C:9]([C:12]1[S:13][CH:14]([C:17](OC)=[O:18])[CH2:15][N:16]=1)=[CH:8]2.[BH4-].[Li+].CO.[Cl-].[Na+]. Product: [OH:18][CH2:17][CH:14]1[S:13][C:12]([C:9]2[NH:10][C:11]3[C:7]([CH:8]=2)=[CH:6][CH:5]=[CH:4][C:3]=3[N:2]([CH3:1])[S:21]([C:24]2[S:25][CH:26]=[CH:27][CH:28]=2)(=[O:23])=[O:22])=[N:16][CH2:15]1. The catalyst class is: 7. (4) Reactant: [C:1]([O:5][C:6](=[O:27])[CH2:7][CH2:8][C:9]1[CH:14]=[CH:13][C:12]([OH:15])=[CH:11][C:10]=1[CH2:16][O:17][C:18](=[O:26])[NH:19][CH:20]1[CH2:25][CH2:24][CH2:23][CH2:22][CH2:21]1)([CH3:4])([CH3:3])[CH3:2].Br[CH2:29][CH2:30][CH2:31][O:32][C:33]1[CH:38]=[CH:37][C:36]([C:39]([C:41]2[CH:46]=[CH:45][CH:44]=[CH:43][CH:42]=2)=[O:40])=[CH:35][CH:34]=1.C(=O)([O-])[O-].[K+].[K+].C(OCC)(=O)C. Product: [C:1]([O:5][C:6](=[O:27])[CH2:7][CH2:8][C:9]1[CH:14]=[CH:13][C:12]([O:15][CH2:29][CH2:30][CH2:31][O:32][C:33]2[CH:38]=[CH:37][C:36]([C:39](=[O:40])[C:41]3[CH:46]=[CH:45][CH:44]=[CH:43][CH:42]=3)=[CH:35][CH:34]=2)=[CH:11][C:10]=1[CH2:16][O:17][C:18](=[O:26])[NH:19][CH:20]1[CH2:25][CH2:24][CH2:23][CH2:22][CH2:21]1)([CH3:4])([CH3:2])[CH3:3]. The catalyst class is: 47. (5) Reactant: [CH2:1]([O:3][C:4]([C:6]1[C:7](Cl)=[N:8][C:9]2[C:14]([C:15]=1[C:16]1[CH:21]=[CH:20][CH:19]=[CH:18][CH:17]=1)=[CH:13][C:12]([Cl:22])=[CH:11][CH:10]=2)=[O:5])[CH3:2].[NH:24]1[CH2:29][CH2:28][O:27][CH2:26][CH2:25]1. Product: [CH2:1]([O:3][C:4]([C:6]1[C:7]([N:24]2[CH2:29][CH2:28][O:27][CH2:26][CH2:25]2)=[N:8][C:9]2[C:14]([C:15]=1[C:16]1[CH:21]=[CH:20][CH:19]=[CH:18][CH:17]=1)=[CH:13][C:12]([Cl:22])=[CH:11][CH:10]=2)=[O:5])[CH3:2]. The catalyst class is: 6. (6) Reactant: [CH2:1]([O:3][C:4]([C:6]1[CH:11]=[CH:10][C:9]([C:12]2[CH:17]=[CH:16][CH:15]=[C:14]([CH2:18][OH:19])[CH:13]=2)=[CH:8][CH:7]=1)=[O:5])[CH3:2].O[C:21]1[CH:22]=[N:23][CH:24]=[CH:25][CH:26]=1.C1(P(C2C=CC=CC=2)C2C=CC=CC=2)C=CC=CC=1.CCOC(/N=N/C(OCC)=O)=O. Product: [CH2:1]([O:3][C:4]([C:6]1[CH:7]=[CH:8][C:9]([C:12]2[CH:17]=[CH:16][CH:15]=[C:14]([CH2:18][O:19][C:21]3[CH:22]=[N:23][CH:24]=[CH:25][CH:26]=3)[CH:13]=2)=[CH:10][CH:11]=1)=[O:5])[CH3:2]. The catalyst class is: 56. (7) Reactant: [Li]CCCC.CCCCCC.[CH2:12]([O:19][C:20]1[CH:25]=[CH:24][C:23](Br)=[CH:22][N:21]=1)[C:13]1[CH:18]=[CH:17][CH:16]=[CH:15][CH:14]=1.[CH:27](=[O:30])[CH2:28][CH3:29].[Cl-].[NH4+]. Product: [CH2:12]([O:19][C:20]1[N:21]=[CH:22][C:23]([CH:27]([OH:30])[CH2:28][CH3:29])=[CH:24][CH:25]=1)[C:13]1[CH:18]=[CH:17][CH:16]=[CH:15][CH:14]=1. The catalyst class is: 1.